This data is from Forward reaction prediction with 1.9M reactions from USPTO patents (1976-2016). The task is: Predict the product of the given reaction. (1) Given the reactants [N:1]([CH2:4][CH:5]1[NH:10][C:9]2[C:11](Br)=[CH:12][C:13]([Cl:15])=[CH:14][C:8]=2[O:7][CH2:6]1)=[N+:2]=[N-:3].[CH3:17][O:18][C:19]1[CH:24]=[CH:23][C:22](B(O)O)=[C:21]([CH3:28])[CH:20]=1, predict the reaction product. The product is: [N:1]([CH2:4][CH:5]1[NH:10][C:9]2[C:11]([C:22]3[CH:23]=[CH:24][C:19]([O:18][CH3:17])=[CH:20][C:21]=3[CH3:28])=[CH:12][C:13]([Cl:15])=[CH:14][C:8]=2[O:7][CH2:6]1)=[N+:2]=[N-:3]. (2) Given the reactants C(OC(=O)C)(=O)C.[N+:8]([O-:11])(O)=[O:9].[CH3:12][C:13]1[CH:17]=[CH:16][NH:15][N:14]=1.[N+]([O-])(OC(=O)C)=O.C(=O)([O-])[O-].[Na+].[Na+], predict the reaction product. The product is: [CH3:12][C:13]1[CH:17]=[C:16]([N+:8]([O-:11])=[O:9])[NH:15][N:14]=1.